Dataset: Forward reaction prediction with 1.9M reactions from USPTO patents (1976-2016). Task: Predict the product of the given reaction. (1) Given the reactants [N:1]([C:4]1([CH3:19])[CH2:9][CH2:8][CH:7]([O:10]COCC[Si](C)(C)C)[CH2:6][CH2:5]1)=C=O.[ClH:20], predict the reaction product. The product is: [CH3:19][C:4]1([NH2:1])[CH2:9][CH2:8][CH:7]([OH:10])[CH2:6][CH2:5]1.[ClH:20]. (2) Given the reactants [F:1][C:2]1[CH:7]=[CH:6][C:5]([S:8]([N:11]2[C:20]3[C:15](=[CH:16][C:17]([C:21]([OH:30])([C:26]([F:29])([F:28])[F:27])[C:22]([F:25])([F:24])[F:23])=[CH:18][CH:19]=3)[CH2:14][CH2:13][C@H:12]2[CH2:31][C:32]([NH:34][NH2:35])=[O:33])(=[O:10])=[O:9])=[CH:4][CH:3]=1.[C:36]([O:40][C:41]([NH:43][C:44]([CH3:50])([CH3:49])[CH2:45][C:46](O)=[O:47])=[O:42])([CH3:39])([CH3:38])[CH3:37], predict the reaction product. The product is: [F:1][C:2]1[CH:7]=[CH:6][C:5]([S:8]([N:11]2[C:20]3[C:15](=[CH:16][C:17]([C:21]([OH:30])([C:26]([F:28])([F:27])[F:29])[C:22]([F:23])([F:25])[F:24])=[CH:18][CH:19]=3)[CH2:14][CH2:13][C@H:12]2[CH2:31][C:32]([NH:34][NH:35][C:46](=[O:47])[CH2:45][C:44]([NH:43][C:41](=[O:42])[O:40][C:36]([CH3:39])([CH3:38])[CH3:37])([CH3:50])[CH3:49])=[O:33])(=[O:9])=[O:10])=[CH:4][CH:3]=1.